From a dataset of Reaction yield outcomes from USPTO patents with 853,638 reactions. Predict the reaction yield, written as a fraction of the theoretical maximum amount of product (1.0 means a 100% yield; for example, 0.34 means a 34% yield). (1) The reactants are [Cl:1][C:2]1[CH:8]=[C:7]([O:9][C:10]2[C:19]3[C:14](=[CH:15][C:16]([O:22][CH3:23])=[C:17]([O:20][CH3:21])[CH:18]=3)[N:13]=[CH:12][CH:11]=2)[CH:6]=[CH:5][C:3]=1[NH2:4].C(N(CC)CC)C.ClC(Cl)(O[C:35](=[O:41])OC(Cl)(Cl)Cl)Cl.[F:43][C:44]1[CH:49]=[CH:48][C:47]([C@@H:50]([NH2:52])[CH3:51])=[CH:46][CH:45]=1. The catalyst is C(Cl)(Cl)Cl. The product is [Cl:1][C:2]1[CH:8]=[C:7]([O:9][C:10]2[C:19]3[C:14](=[CH:15][C:16]([O:22][CH3:23])=[C:17]([O:20][CH3:21])[CH:18]=3)[N:13]=[CH:12][CH:11]=2)[CH:6]=[CH:5][C:3]=1[NH:4][C:35]([NH:52][C@H:50]([C:47]1[CH:48]=[CH:49][C:44]([F:43])=[CH:45][CH:46]=1)[CH3:51])=[O:41]. The yield is 0.210. (2) The yield is 0.710. The catalyst is C(Cl)Cl.O1CCCC1. The reactants are FC(F)(F)C(O)=O.[Cl:8][C:9]1[C:10]([F:39])=[C:11]([CH:15]2[C:19]([C:22]3[CH:27]=[CH:26][C:25]([Cl:28])=[CH:24][CH:23]=3)([C:20]#[N:21])[CH:18]([CH2:29][CH:30]3[CH2:35][CH2:34][CH2:33][CH2:32][CH2:31]3)[NH:17][CH:16]2[C:36]([OH:38])=O)[CH:12]=[CH:13][CH:14]=1.CC1(C)[O:45][C@@H:44]([CH2:46][CH2:47][NH2:48])[CH2:43][O:42]1.CN(C(ON1N=NC2C=CC=NC1=2)=[N+](C)C)C.F[P-](F)(F)(F)(F)F.CCN(C(C)C)C(C)C.Cl. The product is [OH:45][C@H:44]([CH2:43][OH:42])[CH2:46][CH2:47][NH:48][C:36]([CH:16]1[CH:15]([C:11]2[CH:12]=[CH:13][CH:14]=[C:9]([Cl:8])[C:10]=2[F:39])[C:19]([C:22]2[CH:27]=[CH:26][C:25]([Cl:28])=[CH:24][CH:23]=2)([C:20]#[N:21])[CH:18]([CH2:29][CH:30]2[CH2:35][CH2:34][CH2:33][CH2:32][CH2:31]2)[NH:17]1)=[O:38]. (3) The reactants are CCN=C=NCCCN(C)C.[NH:12]1[C:16]2[CH:17]=[CH:18][CH:19]=[CH:20][C:15]=2[N:14]=[N:13]1.[CH:21]1([NH:26][C:27]2[C:32]([C:33](O)=[O:34])=[CH:31][N:30]=[C:29]([S:36][CH3:37])[N:28]=2)[CH2:25][CH2:24][CH2:23][CH2:22]1. The catalyst is C(Cl)Cl. The product is [N:12]1([C:33]([C:32]2[C:27]([NH:26][CH:21]3[CH2:25][CH2:24][CH2:23][CH2:22]3)=[N:28][C:29]([S:36][CH3:37])=[N:30][CH:31]=2)=[O:34])[C:16]2[CH:17]=[CH:18][CH:19]=[CH:20][C:15]=2[N:14]=[N:13]1. The yield is 0.540. (4) The reactants are C([Li])CCC.Br[C:7]1[CH:12]=[CH:11][C:10]([Br:13])=[CH:9][CH:8]=1.[C:14]1(=[O:18])[CH2:17][CH2:16][CH2:15]1. The catalyst is C1COCC1. The product is [Br:13][C:10]1[CH:11]=[CH:12][C:7]([C:14]2([OH:18])[CH2:17][CH2:16][CH2:15]2)=[CH:8][CH:9]=1. The yield is 0.540. (5) The reactants are [O:1]=[C:2]1[CH2:7][C:6](=[O:8])[CH2:5][CH2:4][N:3]1[C:9]([O:11][C:12]([CH3:15])([CH3:14])[CH3:13])=[O:10].C[Si]([N-][Si](C)(C)C)(C)C.[Li+].I[CH2:27][CH3:28]. The catalyst is C1COCC1.OS([O-])(=O)=O.[K+]. The product is [C:12]([O:11][C:9]([N:3]1[CH2:4][CH:5]([CH2:27][CH3:28])[C:6](=[O:8])[CH2:7][C:2]1=[O:1])=[O:10])([CH3:15])([CH3:14])[CH3:13]. The yield is 0.640. (6) The reactants are [CH3:1][O:2][C:3](=[O:16])[C:4]1[CH:9]=[CH:8][C:7]([CH:10]=[CH:11][O:12]CC)=[N:6][C:5]=1[NH2:15].C(=O)(O)[O-].[Na+].[BH4-].[Na+].C(OCC)(=O)C. The catalyst is Cl.C(O)C.O1CCCC1. The product is [CH3:1][O:2][C:3](=[O:16])[C:4]1[CH:9]=[CH:8][C:7]([CH2:10][CH2:11][OH:12])=[N:6][C:5]=1[NH2:15]. The yield is 0.400.